This data is from Aqueous solubility values for 9,982 compounds from the AqSolDB database. The task is: Regression/Classification. Given a drug SMILES string, predict its absorption, distribution, metabolism, or excretion properties. Task type varies by dataset: regression for continuous measurements (e.g., permeability, clearance, half-life) or binary classification for categorical outcomes (e.g., BBB penetration, CYP inhibition). For this dataset (solubility_aqsoldb), we predict Y. (1) The molecule is Clc1cc(-c2cc(Cl)c(Cl)c(Cl)c2Cl)c(Cl)c(Cl)c1Cl. The Y is -9.16 log mol/L. (2) The compound is CC1CCCC(=NO)C1=NO. The Y is -1.59 log mol/L.